Dataset: Full USPTO retrosynthesis dataset with 1.9M reactions from patents (1976-2016). Task: Predict the reactants needed to synthesize the given product. (1) Given the product [CH3:6][O:5][C:3](=[O:4])[CH:2]([C:13]1[CH:18]=[CH:17][C:16]([C:19]2[CH:24]=[CH:23][CH:22]=[CH:21][CH:20]=2)=[CH:15][C:14]=1[N+:25]([O-:27])=[O:26])[C:1]([O:8][CH3:9])=[O:7], predict the reactants needed to synthesize it. The reactants are: [C:1]([O:8][CH3:9])(=[O:7])[CH2:2][C:3]([O:5][CH3:6])=[O:4].[H-].[Na+].F[C:13]1[CH:18]=[CH:17][C:16]([C:19]2[CH:24]=[CH:23][CH:22]=[CH:21][CH:20]=2)=[CH:15][C:14]=1[N+:25]([O-:27])=[O:26]. (2) Given the product [Br:1][C:2]1[CH:7]=[CH:6][C:5]([N+:8]([O-:10])=[O:9])=[C:4]([CH:3]=1)[O:11][CH2:12][C:13](=[O:16])[CH3:15], predict the reactants needed to synthesize it. The reactants are: [Br:1][C:2]1[CH:7]=[CH:6][C:5]([N+:8]([O-:10])=[O:9])=[C:4]([O:11][CH2:12][C:13]([CH3:15])=C)[CH:3]=1.[O:16]=[O+][O-].CSC. (3) Given the product [NH2:1][CH2:4][C:5]([C:7]1[CH:12]=[CH:11][C:10]([C:13]([F:14])([F:15])[F:16])=[CH:9][CH:8]=1)=[O:6], predict the reactants needed to synthesize it. The reactants are: [N:1]([CH2:4][C:5]([C:7]1[CH:12]=[CH:11][C:10]([C:13]([F:16])([F:15])[F:14])=[CH:9][CH:8]=1)=[O:6])=[N+]=[N-].C1(P(C2C=CC=CC=2)C2C=CC=CC=2)C=CC=CC=1.O.C1(C)C=CC(S(O)(=O)=O)=CC=1. (4) Given the product [F:14][C:2]([F:1])([F:13])[C:3]1[CH:4]=[CH:5][C:6]([S:9]([O-:11])=[O:10])=[CH:7][CH:8]=1.[Na+:19], predict the reactants needed to synthesize it. The reactants are: [F:1][C:2]([F:14])([F:13])[C:3]1[CH:8]=[CH:7][C:6]([S:9](Cl)(=[O:11])=[O:10])=[CH:5][CH:4]=1.C([O-])(O)=O.[Na+:19].[O-]S([O-])=O.[Na+].[Na+]. (5) Given the product [CH:1]1[C:11]2[C:10]3=[CH:12][C:13]4[CH:14]=[CH:15][C:16]([C:19]([NH2:21])=[O:20])=[CH:17][C:18]=4[N:9]3[CH:8]=[C:7]([C:22]([NH2:24])=[O:23])[CH2:6][C:5]=2[CH:4]=[CH:3][CH:2]=1, predict the reactants needed to synthesize it. The reactants are: [CH:1]1[C:11]2[C:10]3=[CH:12][C:13]4[CH:14]=[CH:15][C:16]([C:19]([NH2:21])=[O:20])=[CH:17][C:18]=4[N:9]3[CH2:8][C:7]([C:22]([NH2:24])=[O:23])=[CH:6][C:5]=2[CH:4]=[CH:3][CH:2]=1. (6) Given the product [Cl:11][C:12]1[CH:17]=[CH:16][C:15]([CH:18]([C:3](=[O:5])[C:2]([F:1])([F:8])[F:9])[C:19]([O:21][CH3:22])=[O:20])=[CH:14][C:13]=1[O:23][CH3:24], predict the reactants needed to synthesize it. The reactants are: [F:1][C:2]([F:9])([F:8])[C:3]([O:5]CC)=O.[Na].[Cl:11][C:12]1[CH:17]=[CH:16][C:15]([CH2:18][C:19]([O:21][CH3:22])=[O:20])=[CH:14][C:13]=1[O:23][CH3:24].Cl. (7) Given the product [F:12][C:11]1[C:6]([NH:5][CH2:4][CH2:3][N:2]([CH3:15])[CH3:1])=[CH:7][C:8]2[NH:14][C:30]([C:20]3[C:19]([N+:16]([O-:18])=[O:17])=[CH:23][N:22]([CH:24]4[CH2:29][CH2:28][CH2:27][CH2:26][O:25]4)[N:21]=3)=[N:13][C:9]=2[CH:10]=1, predict the reactants needed to synthesize it. The reactants are: [CH3:1][N:2]([CH3:15])[CH2:3][CH2:4][NH:5][C:6]1[CH:7]=[C:8]([NH2:14])[C:9]([NH2:13])=[CH:10][C:11]=1[F:12].[N+:16]([C:19]1[C:20]([CH:30]=O)=[N:21][N:22]([CH:24]2[CH2:29][CH2:28][CH2:27][CH2:26][O:25]2)[CH:23]=1)([O-:18])=[O:17]. (8) Given the product [N+:31]([C:29]1[CH:28]=[CH:27][C:26]2[O:19][C:17]([C:15]3[CH:14]=[CH:13][C:5]4[N:6]([CH:7]5[CH2:8][CH2:9][O:10][CH2:11][CH2:12]5)[C:2]([CH3:1])=[N:3][C:4]=4[CH:16]=3)=[N:24][C:25]=2[CH:30]=1)([O-:33])=[O:32], predict the reactants needed to synthesize it. The reactants are: [CH3:1][C:2]1[N:6]([CH:7]2[CH2:12][CH2:11][O:10][CH2:9][CH2:8]2)[C:5]2[CH:13]=[CH:14][C:15]([C:17]([OH:19])=O)=[CH:16][C:4]=2[N:3]=1.S(Cl)(Cl)=O.[NH2:24][C:25]1[CH:30]=[C:29]([N+:31]([O-:33])=[O:32])[CH:28]=[CH:27][C:26]=1O.C(N(CC)CC)C.CS(O)(=O)=O.C(=O)([O-])O.[Na+]. (9) Given the product [NH2:20][CH2:19][C:18]1[CH:21]=[CH:22][C:15]([CH2:14][NH:13][C:7]2[CH:12]=[CH:11][CH:10]=[CH:9][CH:8]=2)=[CH:16][CH:17]=1, predict the reactants needed to synthesize it. The reactants are: [H-].[Al+3].[Li+].[H-].[H-].[H-].[C:7]1([NH:13][CH2:14][C:15]2[CH:22]=[CH:21][C:18]([C:19]#[N:20])=[CH:17][CH:16]=2)[CH:12]=[CH:11][CH:10]=[CH:9][CH:8]=1.O. (10) Given the product [N+:10]([C:9]1[C:2]([NH:13][C:14]2[CH:19]=[CH:18][CH:17]=[CH:16][CH:15]=2)=[C:3]([CH:6]=[CH:7][CH:8]=1)[C:4]#[N:5])([O-:12])=[O:11], predict the reactants needed to synthesize it. The reactants are: F[C:2]1[C:9]([N+:10]([O-:12])=[O:11])=[CH:8][CH:7]=[CH:6][C:3]=1[C:4]#[N:5].[NH2:13][C:14]1[CH:19]=[CH:18][CH:17]=[CH:16][CH:15]=1.C(N(CC)C(C)C)(C)C.